Dataset: Full USPTO retrosynthesis dataset with 1.9M reactions from patents (1976-2016). Task: Predict the reactants needed to synthesize the given product. (1) Given the product [Br:1][C:2]1[CH:7]=[CH:6][C:5]([CH2:8][OH:9])=[C:4]([Cl:15])[CH:3]=1, predict the reactants needed to synthesize it. The reactants are: [Br:1][C:2]1[CH:7]=[CH:6][C:5]([CH2:8][OH:9])=[CH:4][C:3]=1Cl.[Cr]([Cl:15])([O-])(=O)=O.[NH+]1C=CC=CC=1. (2) Given the product [Cl:9][C:4]1[CH:5]=[C:6]([Cl:8])[N:7]=[C:2]([N:1]2[C:12]([CH3:13])=[CH:11][CH:10]=[C:15]2[CH3:14])[N:3]=1, predict the reactants needed to synthesize it. The reactants are: [NH2:1][C:2]1[N:7]=[C:6]([Cl:8])[CH:5]=[C:4]([Cl:9])[N:3]=1.[C:10]1(C)[CH:15]=[CH:14][C:13](S(O)(=O)=O)=[CH:12][CH:11]=1. (3) Given the product [Cl:21][C:9]1[N:8]([C:5]2[CH:6]=[CH:7][C:2]([C:25]3[CH:26]=[CH:27][CH:28]=[C:29]([O:30][CH3:31])[C:24]=3[OH:23])=[CH:3][CH:4]=2)[C:16]2[C:15]([OH:17])=[C:14]([C:18]#[N:19])[C:13](=[O:20])[NH:12][C:11]=2[CH:10]=1, predict the reactants needed to synthesize it. The reactants are: Br[C:2]1[CH:7]=[CH:6][C:5]([N:8]2[C:16]3[C:15]([OH:17])=[C:14]([C:18]#[N:19])[C:13](=[O:20])[NH:12][C:11]=3[CH:10]=[C:9]2[Cl:21])=[CH:4][CH:3]=1.O.[OH:23][C:24]1[C:29]([O:30][CH3:31])=[CH:28][CH:27]=[CH:26][C:25]=1B(O)O.C(=O)([O-])[O-].[Cs+].[Cs+]. (4) Given the product [CH3:30][N:2]([CH3:1])[C:3]1[CH:4]=[CH:5][C:6]([C:9]2[NH:14][C:13](=[O:15])[C:12]([C:16]([OH:18])=[O:17])=[C:11]([OH:26])[C:10]=2[CH2:27][CH2:28][OH:29])=[CH:7][CH:8]=1, predict the reactants needed to synthesize it. The reactants are: [CH3:1][N:2]([CH3:30])[C:3]1[CH:8]=[CH:7][C:6]([C:9]2[NH:14][C:13](=[O:15])[C:12]([C:16]([O:18]CC3C=CC=CC=3)=[O:17])=[C:11]([OH:26])[C:10]=2[CH2:27][CH2:28][OH:29])=[CH:5][CH:4]=1. (5) Given the product [ClH:74].[CH2:1]([O:8][C:9]1[C:10]([NH:16][C:17]2[S:18][CH:19]=[C:20]([CH3:22])[N:21]=2)=[N:11][CH:12]=[C:13]([S:81][C:76]2[CH:77]=[CH:78][CH:79]=[CH:80][C:75]=2[Cl:74])[CH:14]=1)[C:2]1[CH:7]=[CH:6][CH:5]=[CH:4][CH:3]=1, predict the reactants needed to synthesize it. The reactants are: [CH2:1]([O:8][C:9]1[C:10]([NH:16][C:17]2[S:18][CH:19]=[C:20]([CH3:22])[N:21]=2)=[N:11][CH:12]=[C:13](Br)[CH:14]=1)[C:2]1[CH:7]=[CH:6][CH:5]=[CH:4][CH:3]=1.C1(P(C2C=CC=CC=2)C2C3OC4C(=CC=CC=4P(C4C=CC=CC=4)C4C=CC=CC=4)C(C)(C)C=3C=CC=2)C=CC=CC=1.C(N(C(C)C)C(C)C)C.[Cl:74][C:75]1[CH:80]=[CH:79][CH:78]=[CH:77][C:76]=1[SH:81].